From a dataset of Full USPTO retrosynthesis dataset with 1.9M reactions from patents (1976-2016). Predict the reactants needed to synthesize the given product. (1) Given the product [C:1]([C:3]1([C:25]([O:27][CH2:28][CH3:29])=[O:26])[CH2:8][CH2:7][N:6]([C:9]([O:11][C:12]([CH3:15])([CH3:14])[CH3:13])=[O:10])[CH2:5][CH2:4]1)#[N:2], predict the reactants needed to synthesize it. The reactants are: [C:1]([CH:3]1[CH2:8][CH2:7][N:6]([C:9]([O:11][C:12]([CH3:15])([CH3:14])[CH3:13])=[O:10])[CH2:5][CH2:4]1)#[N:2].[Li+].CC([N-]C(C)C)C.Cl[C:25]([O:27][CH2:28][CH3:29])=[O:26].CCCCCC. (2) Given the product [OH:37][CH:2]([CH2:23][OH:26])[CH2:1][N:4]1[C:9](=[O:10])[CH:8]=[C:7]([NH:11][C:12]2[CH:17]=[CH:16][C:15]([I:18])=[CH:14][C:13]=2[F:19])[C:6]([C:20]([NH2:22])=[O:21])=[CH:5]1, predict the reactants needed to synthesize it. The reactants are: [CH2:1]([N:4]1[C:9](=[O:10])[CH:8]=[C:7]([NH:11][C:12]2[CH:17]=[CH:16][C:15]([I:18])=[CH:14][C:13]=2[F:19])[C:6]([C:20]([NH2:22])=[O:21])=[CH:5]1)[CH:2]=C.[C:23]([O-:26])([O-])=O.[K+].[K+].C1N2CCN(CC2)C1.[O-:37]S(S([O-])=O)=O.[Na+].[Na+].